Dataset: NCI-60 drug combinations with 297,098 pairs across 59 cell lines. Task: Regression. Given two drug SMILES strings and cell line genomic features, predict the synergy score measuring deviation from expected non-interaction effect. Drug 1: C1C(C(OC1N2C=NC3=C(N=C(N=C32)Cl)N)CO)O. Drug 2: CCCCC(=O)OCC(=O)C1(CC(C2=C(C1)C(=C3C(=C2O)C(=O)C4=C(C3=O)C=CC=C4OC)O)OC5CC(C(C(O5)C)O)NC(=O)C(F)(F)F)O. Cell line: LOX IMVI. Synergy scores: CSS=55.8, Synergy_ZIP=0.383, Synergy_Bliss=-0.686, Synergy_Loewe=-5.70, Synergy_HSA=-0.111.